This data is from Reaction yield outcomes from USPTO patents with 853,638 reactions. The task is: Predict the reaction yield, written as a fraction of the theoretical maximum amount of product (1.0 means a 100% yield; for example, 0.34 means a 34% yield). (1) The reactants are [Cl:1][C:2]1[CH:24]=[C:23]([Cl:25])[CH:22]=[CH:21][C:3]=1[CH2:4][N:5]1[C:9]([CH2:10][CH2:11][C:12](O)=[O:13])=[CH:8][C:7]([C:15]2[CH:20]=[CH:19][CH:18]=[CH:17][CH:16]=2)=[N:6]1.[CH2:26]([S:31]([NH2:34])(=[O:33])=[O:32])[CH2:27][CH2:28][CH2:29][CH3:30].N12CCCN=C1CCCCC2. The catalyst is O1CCCC1. The product is [Cl:1][C:2]1[CH:24]=[C:23]([Cl:25])[CH:22]=[CH:21][C:3]=1[CH2:4][N:5]1[C:9]([CH2:10][CH2:11][C:12]([NH:34][S:31]([CH2:26][CH2:27][CH2:28][CH2:29][CH3:30])(=[O:33])=[O:32])=[O:13])=[CH:8][C:7]([C:15]2[CH:20]=[CH:19][CH:18]=[CH:17][CH:16]=2)=[N:6]1. The yield is 0.110. (2) The reactants are [CH3:1][O:2][C:3]1[CH:4]=[C:5]([C:9]2[NH:15][C:14](=[O:16])[C:13]3[CH:17]=[CH:18][CH:19]=[CH:20][C:12]=3[O:11][CH:10]=2)[CH:6]=[CH:7][CH:8]=1.[H-].[Na+].Cl.O. The catalyst is O1CCOCC1. The product is [OH:11][C:10]1[C:17]2[C:13](=[CH:12][CH:20]=[CH:19][CH:18]=2)[C:14](=[O:16])[NH:15][C:9]=1[C:5]1[CH:6]=[CH:7][CH:8]=[C:3]([O:2][CH3:1])[CH:4]=1. The yield is 0.820. (3) The reactants are Br[C:2]1[C:3]([CH3:30])=[C:4]([CH:27]=[CH:28][CH:29]=1)[CH2:5][N:6]([C:21](=[O:26])[C:22]([F:25])([F:24])[F:23])[C:7]1[CH:20]=[CH:19][C:10]2[C@H:11]([CH2:14][C:15]([O:17][CH3:18])=[O:16])[CH2:12][O:13][C:9]=2[CH:8]=1.[CH3:31][C:32]1[C:37](B(O)O)=[C:36]([CH3:41])[N:35]=[C:34]([N:42]2[CH2:47][CH2:46][O:45][CH2:44][CH2:43]2)[N:33]=1.C(=O)([O-])[O-].[Na+].[Na+].C1(P(C2CCCCC2)C2C=CC=CC=2C2C(OC)=CC=CC=2OC)CCCCC1. The product is [CH3:31][C:32]1[C:37]([C:2]2[C:3]([CH3:30])=[C:4]([CH:27]=[CH:28][CH:29]=2)[CH2:5][N:6]([C:21](=[O:26])[C:22]([F:25])([F:24])[F:23])[C:7]2[CH:20]=[CH:19][C:10]3[C@H:11]([CH2:14][C:15]([O:17][CH3:18])=[O:16])[CH2:12][O:13][C:9]=3[CH:8]=2)=[C:36]([CH3:41])[N:35]=[C:34]([N:42]2[CH2:43][CH2:44][O:45][CH2:46][CH2:47]2)[N:33]=1. The yield is 0.730. The catalyst is C1C=CC(/C=C/C(/C=C/C2C=CC=CC=2)=O)=CC=1.C1C=CC(/C=C/C(/C=C/C2C=CC=CC=2)=O)=CC=1.C1C=CC(/C=C/C(/C=C/C2C=CC=CC=2)=O)=CC=1.[Pd].[Pd].O.C1(C)C=CC=CC=1. (4) The reactants are [F:1][C:2]1[CH:10]=[CH:9][C:5]([C:6]([OH:8])=O)=[CH:4][CH:3]=1.CN(C(ON1N=NC2C=CC=NC1=2)=[N+](C)C)C.F[P-](F)(F)(F)(F)F.CN1CCOCC1.[CH3:42][O:43][C:44]1[C:45]2[N:58]=[C:57]([NH2:59])[S:56][C:46]=2[C:47]([C:50]2[CH:55]=[CH:54][CH:53]=[CH:52][CH:51]=2)=[N:48][CH:49]=1. The catalyst is C1COCC1. The product is [F:1][C:2]1[CH:3]=[CH:4][C:5]([C:6]([NH:59][C:57]2[S:56][C:46]3[C:47]([C:50]4[CH:51]=[CH:52][CH:53]=[CH:54][CH:55]=4)=[N:48][CH:49]=[C:44]([O:43][CH3:42])[C:45]=3[N:58]=2)=[O:8])=[CH:9][CH:10]=1. The yield is 0.120. (5) The catalyst is C(Cl)Cl. The product is [Br:1][C:2]1[CH:6]=[N:5][N:4]([CH3:7])[C:3]=1[C:8]1[CH:9]=[C:10]([NH:23][C:32]([NH:31][C:28]2[CH:29]=[CH:30][C:25]([F:24])=[CH:26][CH:27]=2)=[O:33])[CH:11]=[CH:12][C:13]=1[O:14][CH2:15][C:16]1[CH:21]=[CH:20][C:19]([Cl:22])=[CH:18][CH:17]=1. The reactants are [Br:1][C:2]1[CH:6]=[N:5][N:4]([CH3:7])[C:3]=1[C:8]1[CH:9]=[C:10]([NH2:23])[CH:11]=[CH:12][C:13]=1[O:14][CH2:15][C:16]1[CH:21]=[CH:20][C:19]([Cl:22])=[CH:18][CH:17]=1.[F:24][C:25]1[CH:30]=[CH:29][C:28]([N:31]=[C:32]=[O:33])=[CH:27][CH:26]=1. The yield is 0.540. (6) The reactants are Cl.[CH3:2][N:3](C)[CH2:4]CCN=C=NCC.[CH2:13]([O:20][C:21]1[CH:29]=[CH:28][C:24]([C:25](O)=[O:26])=[CH:23][C:22]=1[C:30]([NH:32][C:33]1[CH:38]=[C:37]([C:39]([F:42])([F:41])[F:40])[CH:36]=[C:35]([C:43]([F:46])([F:45])[F:44])[CH:34]=1)=[O:31])[C:14]1[CH:19]=[CH:18][CH:17]=[CH:16][CH:15]=1.Cl.CNC.C(N(CC)CC)C. The catalyst is O1CCCC1.O. The product is [CH2:13]([O:20][C:21]1[CH:29]=[CH:28][C:24]([C:25]([N:3]([CH3:4])[CH3:2])=[O:26])=[CH:23][C:22]=1[C:30]([NH:32][C:33]1[CH:38]=[C:37]([C:39]([F:42])([F:41])[F:40])[CH:36]=[C:35]([C:43]([F:46])([F:45])[F:44])[CH:34]=1)=[O:31])[C:14]1[CH:19]=[CH:18][CH:17]=[CH:16][CH:15]=1. The yield is 0.649. (7) The reactants are [C:1]1([C:7]2[C:8]3[C:13]([CH:14]=[C:15]4[C:20]=2[CH:19]=[CH:18][CH:17]=[CH:16]4)=[CH:12][CH:11]=[CH:10][CH:9]=3)[CH:6]=[CH:5][CH:4]=[CH:3][CH:2]=1.[Br:21]Br.S([O-])([O-])(=O)=S.[Na+].[Na+]. The catalyst is C(Cl)(Cl)(Cl)Cl. The product is [Br:21][C:14]1[C:13]2[C:8](=[CH:9][CH:10]=[CH:11][CH:12]=2)[C:7]([C:1]2[CH:2]=[CH:3][CH:4]=[CH:5][CH:6]=2)=[C:20]2[C:15]=1[CH:16]=[CH:17][CH:18]=[CH:19]2. The yield is 0.890. (8) The reactants are [ClH:1].[F:2][C:3]1[CH:8]=[C:7]([CH3:9])[C:6]([C:10]2[C:11]([CH3:22])=[N:12][C:13]3[C:18]([CH:19]=2)=[CH:17][N:16]=[C:15]([NH:20][CH3:21])[CH:14]=3)=[CH:5][C:4]=1[NH:23][C:24]([NH:26][CH2:27][CH2:28][C:29]1[CH:34]=[CH:33][CH:32]=[CH:31][CH:30]=1)=[O:25]. The catalyst is CC#N. The product is [ClH:1].[F:2][C:3]1[CH:8]=[C:7]([CH3:9])[C:6]([C:10]2[C:11]([CH3:22])=[N:12][C:13]3[C:18]([CH:19]=2)=[CH:17][N:16]=[C:15]([NH:20][CH3:21])[CH:14]=3)=[CH:5][C:4]=1[NH:23][C:24]([NH:26][CH2:27][CH2:28][C:29]1[CH:30]=[CH:31][CH:32]=[CH:33][CH:34]=1)=[O:25]. The yield is 0.920.